This data is from Full USPTO retrosynthesis dataset with 1.9M reactions from patents (1976-2016). The task is: Predict the reactants needed to synthesize the given product. (1) Given the product [C:1]([NH:4][C:5]1[CH:10]=[CH:9][C:8]([S:11]([NH:15][C:16]2[S:20][C:19]([C:21]([O:23][CH2:24][CH3:25])=[O:22])=[N:18][N:17]=2)(=[O:13])=[O:12])=[CH:7][CH:6]=1)(=[O:3])[CH3:2], predict the reactants needed to synthesize it. The reactants are: [C:1]([NH:4][C:5]1[CH:10]=[CH:9][C:8]([S:11](Cl)(=[O:13])=[O:12])=[CH:7][CH:6]=1)(=[O:3])[CH3:2].[NH2:15][C:16]1[S:20][C:19]([C:21]([O:23][CH2:24][CH3:25])=[O:22])=[N:18][N:17]=1.Cl. (2) Given the product [Br:12][C:13]1[CH:14]=[CH:15][C:16]([F:40])=[C:17]([C@:19]23[CH2:28][O:27][C@@H:26]([CH:29]=[O:30])[CH2:25][C@H:24]2[CH2:23][S:22][C:21]([NH:31][C:32](=[O:39])[C:33]2[CH:34]=[CH:35][CH:36]=[CH:37][CH:38]=2)=[N:20]3)[CH:18]=1, predict the reactants needed to synthesize it. The reactants are: C(N(CC)CC)C.CS(C)=O.[Br:12][C:13]1[CH:14]=[CH:15][C:16]([F:40])=[C:17]([C@:19]23[CH2:28][O:27][C@@H:26]([CH2:29][OH:30])[CH2:25][C@H:24]2[CH2:23][S:22][C:21]([NH:31][C:32](=[O:39])[C:33]2[CH:38]=[CH:37][CH:36]=[CH:35][CH:34]=2)=[N:20]3)[CH:18]=1. (3) Given the product [C:12]1([CH2:16][CH2:29][CH2:28][CH2:27][CH2:26][CH2:25][NH2:31])[CH:11]=[CH:10][CH:15]=[CH:14][CH:13]=1, predict the reactants needed to synthesize it. The reactants are: P([O-])([O-])([O-])=O.[K+].[K+].[K+].C[C:10]1[CH:15]=[CH:14][CH:13]=[C:12]([CH3:16])[C:11]=1O.BrC1C=CC=CC=1.[CH2:25]([NH2:31])[CH2:26][CH2:27][CH2:28][CH2:29]C.CCCCCCCCCCCC. (4) Given the product [CH3:45][O:46][C:47](=[O:51])[C@@H:48]([O:34][C:35]1[CH:44]=[CH:43][CH:42]=[C:41]2[C:36]=1[CH:37]=[CH:38][CH:39]=[N:40]2)[CH3:50], predict the reactants needed to synthesize it. The reactants are: C1(P(C2C=CC=CC=2)C2C=CC=CC=2)C=CC=CC=1.N(C(OC(C)C)=O)=NC(OC(C)C)=O.[OH:34][C:35]1[CH:44]=[CH:43][CH:42]=[C:41]2[C:36]=1[CH:37]=[CH:38][CH:39]=[N:40]2.[CH3:45][O:46][C:47](=[O:51])[C@@H:48]([CH3:50])O. (5) Given the product [F:8][C:6]1[CH:5]=[C:4](/[CH:9]=[CH:10]/[C:11]([C:13]2[CH:18]=[CH:17][C:16](=[O:19])[NH:15][CH:14]=2)=[O:12])[CH:3]=[C:2]([F:1])[CH:7]=1, predict the reactants needed to synthesize it. The reactants are: [F:1][C:2]1[CH:3]=[C:4](/[CH:9]=[CH:10]/[C:11]([C:13]2[CH:14]=[N:15][C:16]([O:19]C)=[CH:17][CH:18]=2)=[O:12])[CH:5]=[C:6]([F:8])[CH:7]=1.Cl. (6) Given the product [NH2:1][C:2]1[S:3][C:4]([C:24]2[CH:29]=[CH:28][N:27]=[C:26]([NH:31][C:32]3[CH:33]=[CH:34][C:35]([O:41][CH3:42])=[C:36]([N:38]([CH3:39])[CH3:40])[CH:37]=3)[N:25]=2)=[C:5]([C:7]2[CH:8]=[C:9]([NH:13][C:14](=[O:23])[C:15]3[C:20]([F:21])=[CH:19][CH:18]=[CH:17][C:16]=3[F:22])[CH:10]=[CH:11][CH:12]=2)[N:6]=1, predict the reactants needed to synthesize it. The reactants are: [NH2:1][C:2]1[S:3][C:4]([C:24]2[CH:29]=[CH:28][N:27]=[C:26](Cl)[N:25]=2)=[C:5]([C:7]2[CH:8]=[C:9]([NH:13][C:14](=[O:23])[C:15]3[C:20]([F:21])=[CH:19][CH:18]=[CH:17][C:16]=3[F:22])[CH:10]=[CH:11][CH:12]=2)[N:6]=1.[NH2:31][C:32]1[CH:33]=[CH:34][C:35]([O:41][CH3:42])=[C:36]([N:38]([CH3:40])[CH3:39])[CH:37]=1.